Dataset: Forward reaction prediction with 1.9M reactions from USPTO patents (1976-2016). Task: Predict the product of the given reaction. (1) Given the reactants [OH:1][C:2]1[CH:3]=[C:4]([C:8](=[O:10])[CH3:9])[CH:5]=[CH:6][CH:7]=1.[CH:11]1([Mg]Cl)[CH2:16][CH2:15][CH2:14][CH2:13][CH2:12]1, predict the reaction product. The product is: [CH:11]1([C:8]([C:4]2[CH:3]=[C:2]([OH:1])[CH:7]=[CH:6][CH:5]=2)([OH:10])[CH3:9])[CH2:16][CH2:15][CH2:14][CH2:13][CH2:12]1. (2) Given the reactants [Cl:1][C:2]1[CH:3]=[C:4]([CH:8]=[C:9]([O:11][CH2:12][CH2:13][O:14][CH3:15])[CH:10]=1)[C:5]([OH:7])=O.Cl.[NH2:17][CH2:18][C:19]1[CH:26]=[CH:25][C:22]([C:23]#[N:24])=[CH:21][C:20]=1[OH:27], predict the reaction product. The product is: [Cl:1][C:2]1[CH:3]=[C:4]([CH:8]=[C:9]([O:11][CH2:12][CH2:13][O:14][CH3:15])[CH:10]=1)[C:5]([NH:17][CH2:18][C:19]1[CH:26]=[CH:25][C:22]([C:23]#[N:24])=[CH:21][C:20]=1[OH:27])=[O:7]. (3) Given the reactants [CH3:1][C:2]1[CH:7]=[CH:6][CH:5]=[CH:4][C:3]=1[C:8]1[C:17]2[C:12](=[CH:13][CH:14]=[C:15]([NH:18][C:19](=O)OC(C)(C)C)[CH:16]=2)[N:11]=[C:10]([N:26]2[CH2:31][CH2:30][O:29][CH2:28][CH2:27]2)[CH:9]=1.[H-].[H-].[H-].[H-].[Li+].[Al+3], predict the reaction product. The product is: [CH3:19][NH:18][C:15]1[CH:16]=[C:17]2[C:12](=[CH:13][CH:14]=1)[N:11]=[C:10]([N:26]1[CH2:31][CH2:30][O:29][CH2:28][CH2:27]1)[CH:9]=[C:8]2[C:3]1[CH:4]=[CH:5][CH:6]=[CH:7][C:2]=1[CH3:1]. (4) Given the reactants [OH:1][C:2]1[CH:3]=[C:4]2[C:9](=[CH:10][CH:11]=1)[CH:8]=[C:7]([C:12]([OH:14])=[O:13])[CH:6]=[CH:5]2.[CH3:15]O, predict the reaction product. The product is: [OH:1][C:2]1[CH:3]=[C:4]2[C:9](=[CH:10][CH:11]=1)[CH:8]=[C:7]([C:12]([O:14][CH3:15])=[O:13])[CH:6]=[CH:5]2. (5) Given the reactants [C:1]12[CH2:7][C:4](CC1)=[CH:3][CH:2]=2.C[N+]1([O-])[CH2:14][CH2:13][O:12]CC1.[O-:16][Si]([O-])=O.[Mg+2].Cl, predict the reaction product. The product is: [OH:16][CH:14]1[CH:13]([OH:12])[CH:7]2[CH2:4][CH:3]1[CH:2]=[CH:1]2.